This data is from Forward reaction prediction with 1.9M reactions from USPTO patents (1976-2016). The task is: Predict the product of the given reaction. (1) Given the reactants [N:1]1([C:10]([O:12]C2C=CC(Cl)=CC=2C(=O)NC2C=CC([N+]([O-])=O)=CC=2Cl)=O)[CH2:5][CH2:4][CH2:3][CH:2]1[C:6]([O:8][CH3:9])=[O:7].C(=O)([O-])OC(Cl)(Cl)[Cl:36].Cl.N1CCC[C@H]1C(OC)=O.C(N(C(C)C)CC)(C)C.ClC1C=CC(O)=C(C=1)C(NC1C=CC([N+]([O-])=O)=CC=1Cl)=O, predict the reaction product. The product is: [Cl:36][C:10]([N:1]1[CH2:5][CH2:4][CH2:3][C@H:2]1[C:6]([O:8][CH3:9])=[O:7])=[O:12]. (2) Given the reactants [NH2:1]/[C:2](/[C:9]([F:12])([F:11])[F:10])=[CH:3]\[C:4]([O:6]CC)=O.N12CCCN=C1CCCCC2.[Cl:24][C:25]1[C:40]([CH3:41])=[C:39]([N+:42]([O-:44])=[O:43])[C:28]([NH:29][C:30](OC2C=CC=CC=2)=[O:31])=[C:27]([F:45])[CH:26]=1.Cl, predict the reaction product. The product is: [Cl:24][C:25]1[CH:26]=[C:27]([F:45])[C:28]([N:29]2[C:4](=[O:6])[CH:3]=[C:2]([C:9]([F:10])([F:11])[F:12])[NH:1][C:30]2=[O:31])=[C:39]([N+:42]([O-:44])=[O:43])[C:40]=1[CH3:41]. (3) Given the reactants C(O[C:6](=O)[N:7]([CH:9]1[CH2:14][CH2:13][CH:12]([N:15]([C:37]([C:39]2[S:43][C:42]3[C:44]([F:49])=[CH:45][CH:46]=[C:47]([F:48])[C:41]=3[C:40]=2[Cl:50])=[O:38])[CH2:16][C:17]2[CH:18]=[C:19]([C:25]3[CH:30]=[CH:29][C:28]([N:31]([S:33]([CH3:36])(=[O:35])=[O:34])[CH3:32])=[CH:27][CH:26]=3)[CH:20]=[CH:21][C:22]=2[O:23][CH3:24])[CH2:11][CH2:10]1)C)(C)(C)C.CCCCCC, predict the reaction product. The product is: [ClH:50].[CH3:36][S:33]([N:31]([CH3:32])[C:28]1[CH:29]=[CH:30][C:25]([C:19]2[CH:20]=[CH:21][C:22]([O:23][CH3:24])=[C:17]([CH2:16][N:15]([CH:12]3[CH2:11][CH2:10][CH:9]([NH:7][CH3:6])[CH2:14][CH2:13]3)[C:37]([C:39]3[S:43][C:42]4[C:44]([F:49])=[CH:45][CH:46]=[C:47]([F:48])[C:41]=4[C:40]=3[Cl:50])=[O:38])[CH:18]=2)=[CH:26][CH:27]=1)(=[O:34])=[O:35]. (4) The product is: [NH2:42][C:39]1[N:40]=[CH:41][C:36]([C:2]2[CH:11]=[CH:10][C:9]3[N:8]=[CH:7][C:6]4[C:12](=[O:27])[NH:13][C:14](=[O:26])[N:15]([C:16]5[CH:21]=[CH:20][CH:19]=[C:18]([C:22]([F:25])([F:24])[F:23])[CH:17]=5)[C:5]=4[C:4]=3[N:3]=2)=[CH:37][CH:38]=1. Given the reactants Cl[C:2]1[CH:11]=[CH:10][C:9]2[N:8]=[CH:7][C:6]3[C:12](=[O:27])[NH:13][C:14](=[O:26])[N:15]([C:16]4[CH:21]=[CH:20][CH:19]=[C:18]([C:22]([F:25])([F:24])[F:23])[CH:17]=4)[C:5]=3[C:4]=2[N:3]=1.CC1(C)C(C)(C)OB([C:36]2[CH:37]=[CH:38][C:39]([NH2:42])=[N:40][CH:41]=2)O1.C(=O)([O-])[O-].[K+].[K+].O1CCOCC1, predict the reaction product. (5) The product is: [CH3:12][C:9]1[N:8]=[CH:7][C:6]([N:5]2[C:24]([C:26]3[CH:31]=[CH:30][C:29]([CH3:32])=[CH:28][N:27]=3)=[N:23][C:17]([C:16]([OH:15])=[O:33])=[N:1]2)=[CH:11][CH:10]=1. Given the reactants [N:1]([O-])=O.[Na+].[NH2:5][C:6]1[CH:7]=[N:8][C:9]([CH3:12])=[CH:10][CH:11]=1.C([O:15][C:16](=[O:33])[CH:17]([NH:23][C:24]([C:26]1[CH:31]=[CH:30][C:29]([CH3:32])=[CH:28][N:27]=1)=O)C(OCC)=O)C.C(=O)([O-])[O-].[K+].[K+].C[O-].[Na+], predict the reaction product. (6) Given the reactants C([O:8][C:9]1[CH:14]=[CH:13][C:12]([NH:15][C:16]2[CH:17]=[CH:18][C:19]3[N:20]([C:22]([C:25]4[CH:30]=[CH:29][N:28]=[CH:27][CH:26]=4)=[CH:23][N:24]=3)[N:21]=2)=[CH:11][CH:10]=1)C1C=CC=CC=1.C1CCCCC=1, predict the reaction product. The product is: [N:28]1[CH:29]=[CH:30][C:25]([C:22]2[N:20]3[N:21]=[C:16]([NH:15][C:12]4[CH:13]=[CH:14][C:9]([OH:8])=[CH:10][CH:11]=4)[CH:17]=[CH:18][C:19]3=[N:24][CH:23]=2)=[CH:26][CH:27]=1.